Dataset: Full USPTO retrosynthesis dataset with 1.9M reactions from patents (1976-2016). Task: Predict the reactants needed to synthesize the given product. (1) Given the product [C:1]([C:5]1[N:9]=[C:8]([C:10]([NH:41][CH2:42][C:43]2[CH:48]=[CH:47][C:46]([B:49]([OH:51])[OH:50])=[CH:45][C:44]=2[F:52])=[O:12])[O:7][N:6]=1)([CH3:2])([CH3:3])[CH3:4], predict the reactants needed to synthesize it. The reactants are: [C:1]([C:5]1[N:9]=[C:8]([C:10]([OH:12])=O)[O:7][N:6]=1)([CH3:4])([CH3:3])[CH3:2].C(N(CC)C(C)C)(C)C.C(P1(=O)OP(=O)(CCC)OP(=O)(CCC)O1)CC.Cl.[NH2:41][CH2:42][C:43]1[CH:48]=[CH:47][C:46]([B:49]([OH:51])[OH:50])=[CH:45][C:44]=1[F:52]. (2) Given the product [N:11]1([C:10]2[CH:9]=[CH:8][CH:7]=[C:5]([NH2:6])[C:4]=2[NH2:1])[CH2:12][CH2:13][CH2:14][CH2:15][CH2:16]1, predict the reactants needed to synthesize it. The reactants are: [N+:1]([C:4]1[C:10]([N:11]2[CH2:16][CH2:15][CH2:14][CH2:13][CH2:12]2)=[CH:9][CH:8]=[CH:7][C:5]=1[NH2:6])([O-])=O.